This data is from Full USPTO retrosynthesis dataset with 1.9M reactions from patents (1976-2016). The task is: Predict the reactants needed to synthesize the given product. (1) Given the product [OH:8][C:9]1[C:18]2[C:13](=[C:14]([CH3:21])[C:15]([O:19][CH3:20])=[CH:16][CH:17]=2)[N:12]=[C:11]([N:28]2[CH:29]=[CH:30][C:26]([CH:23]([CH3:25])[CH3:24])=[N:27]2)[CH:10]=1, predict the reactants needed to synthesize it. The reactants are: C([O:8][C:9]1[C:18]2[C:13](=[C:14]([CH3:21])[C:15]([O:19][CH3:20])=[CH:16][CH:17]=2)[N:12]=[C:11](Cl)[CH:10]=1)C1C=CC=CC=1.[CH:23]([C:26]1[CH:30]=[CH:29][NH:28][N:27]=1)([CH3:25])[CH3:24]. (2) Given the product [F:1][C:2]1[CH:3]=[C:4]([CH:31]=[C:32]([F:34])[CH:33]=1)[CH2:5][C@H:6]([NH:23][C:24](=[O:30])[CH3:35])[C@H:7]([OH:22])[CH2:8][NH:9][C:10]1([CH3:21])[C:19]2[C:14](=[CH:15][CH:16]=[C:17]([I:20])[CH:18]=2)[O:13][CH2:12][CH2:11]1, predict the reactants needed to synthesize it. The reactants are: [F:1][C:2]1[CH:3]=[C:4]([CH:31]=[C:32]([F:34])[CH:33]=1)[CH2:5][C@H:6]([NH:23][C:24](=[O:30])OC(C)(C)C)[C@H:7]([OH:22])[CH2:8][NH:9][C:10]1([CH3:21])[C:19]2[C:14](=[CH:15][CH:16]=[C:17]([I:20])[CH:18]=2)[O:13][CH2:12][CH2:11]1.[C:35](O)(C(F)(F)F)=O.C(Cl)Cl.CCN(CC)CC.C(C1NC=CN=1)(=O)C. (3) Given the product [CH:36]1([N:4]2[CH2:5][CH2:6][CH2:7][N:1]([C:8]3[CH:9]=[C:10]4[C:15](=[CH:16][C:17]=3[O:18][CH2:19][CH3:20])[N:14]=[CH:13][C:12]([C:21]([NH2:23])=[O:22])=[C:11]4[NH:24][C:25]3[CH:30]=[CH:29][C:28]([F:31])=[CH:27][C:26]=3[F:32])[CH2:2][CH2:3]2)[CH2:38][CH2:37]1, predict the reactants needed to synthesize it. The reactants are: [N:1]1([C:8]2[CH:9]=[C:10]3[C:15](=[CH:16][C:17]=2[O:18][CH2:19][CH3:20])[N:14]=[CH:13][C:12]([C:21]([NH2:23])=[O:22])=[C:11]3[NH:24][C:25]2[CH:30]=[CH:29][C:28]([F:31])=[CH:27][C:26]=2[F:32])[CH2:7][CH2:6][CH2:5][NH:4][CH2:3][CH2:2]1.C(O[C:36]1(O[Si](C)(C)C)[CH2:38][CH2:37]1)C.C(O)(=O)C.C([BH3-])#N.[Na+]. (4) Given the product [C:13]1([C:19]2[CH:20]=[CH:21][CH:22]=[CH:23][CH:24]=2)[CH:14]=[CH:15][C:10]([CH2:9][CH2:8][N:6]2[C:5](=[O:16])[NH:4][C:3](=[O:17])[C:2]([Br:1])=[N:7]2)=[CH:11][CH:12]=1, predict the reactants needed to synthesize it. The reactants are: [Br:1][C:2]1[C:3](=[O:17])[NH:4][C:5](=[O:16])[N:6]([CH2:8][CH2:9][C:10]2[CH:15]=[CH:14][CH:13]=[CH:12][CH:11]=2)[N:7]=1.C[C:19]1[CH:20]=[CH:21][CH:22]=[CH:23][C:24]=1CCI.C(I)CC1C=CC=CC=1.